The task is: Regression/Classification. Given a drug SMILES string, predict its toxicity properties. Task type varies by dataset: regression for continuous values (e.g., LD50, hERG inhibition percentage) or binary classification for toxic/non-toxic outcomes (e.g., AMES mutagenicity, cardiotoxicity, hepatotoxicity). Dataset: herg_karim.. This data is from hERG potassium channel inhibition data for cardiac toxicity prediction from Karim et al.. (1) The result is 0 (non-blocker). The drug is Cc1c([C@@H](O)CN2CCC3(CC2)CCN(c2ccc(=O)n(C)n2)CC3)ccc2c1COC2=O. (2) The drug is CCOC(=O)c1c(OC)cnc2c(CCC34CCC(NCc5ccc6c(n5)NC(=O)CO6)(CC3)CO4)ccnc12. The result is 1 (blocker). (3) The result is 0 (non-blocker). The drug is O=C(N[C@@H]1COc2cccc(-c3cccnc3)c2C1)c1ccc(OCC(F)(F)F)nc1.